From a dataset of Forward reaction prediction with 1.9M reactions from USPTO patents (1976-2016). Predict the product of the given reaction. (1) Given the reactants [C:1]1(=O)[O:6][C:4](=[O:5])[C:3]2=[CH:7][CH:8]=[CH:9][CH:10]=[C:2]12.[Br:12][C:13]1[CH:18]=[CH:17][C:16]([CH2:19]C(O)=O)=[CH:15][CH:14]=1.C([O-])(=O)C.[Na+], predict the reaction product. The product is: [Br:12][C:13]1[CH:18]=[CH:17][C:16]([CH:19]=[C:1]2[C:2]3[C:3](=[CH:7][CH:8]=[CH:9][CH:10]=3)[C:4](=[O:5])[O:6]2)=[CH:15][CH:14]=1. (2) Given the reactants [Cl:1][C:2]1[CH:24]=[C:23]([Cl:25])[C:22]([C:26]2[C:31]([F:32])=[CH:30][CH:29]=[CH:28][N:27]=2)=[CH:21][C:3]=1[C:4]([NH:6][C:7]1[N:11]([C:12]2[CH:17]=[CH:16][CH:15]=[CH:14][CH:13]=2)[N:10]=[C:9]([C:18](O)=[O:19])[CH:8]=1)=[O:5].C(N(CC)C(C)C)(C)C.[B-](F)(F)(F)F.CN(C(ON1C(=O)C=CC=C1)=[N+](C)C)C.[NH2:62][C:63]1([C:66]([NH:68][CH3:69])=[O:67])[CH2:65][CH2:64]1, predict the reaction product. The product is: [Cl:1][C:2]1[CH:24]=[C:23]([Cl:25])[C:22]([C:26]2[C:31]([F:32])=[CH:30][CH:29]=[CH:28][N:27]=2)=[CH:21][C:3]=1[C:4]([NH:6][C:7]1[N:11]([C:12]2[CH:17]=[CH:16][CH:15]=[CH:14][CH:13]=2)[N:10]=[C:9]([C:18]([NH:62][C:63]2([C:66](=[O:67])[NH:68][CH3:69])[CH2:65][CH2:64]2)=[O:19])[CH:8]=1)=[O:5].